This data is from Experimentally validated miRNA-target interactions with 360,000+ pairs, plus equal number of negative samples. The task is: Binary Classification. Given a miRNA mature sequence and a target amino acid sequence, predict their likelihood of interaction. (1) The miRNA is hsa-miR-6780a-5p with sequence UUGGGAGGGAAGACAGCUGGAGA. The protein sequence of the target gene is MASLLGAYPWPEGLECPALDAELSDGQSPPAVPRPPGDKGSESRIRRPMNAFMVWAKDERKRLAVQNPDLHNAELSKMLGKSWKALTLSQKRPYVDEAERLRLQHMQDYPNYKYRPRRKKQAKRLCKRVDPGFLLSSLSRDQNALPEKRSGSRGALGEKEDRGEYSPGTALPSLRGCYHEGPAGGGGGGTPSSVDTYPYGLPTPPEMSPLDVLEPEQTFFSSPCQEEHGHPRRIPHLPGHPYSPEYAPSPLHCSHPLGSLALGQSPGVSMMSPVPGCPPSPAYYSPATYHPLHSNLQAHL.... Result: 0 (no interaction). (2) The miRNA is hsa-miR-6769a-5p with sequence AGGUGGGUAUGGAGGAGCCCU. The protein sequence of the target gene is MEAGPHPRPGHCCKPGGRLDMNHGFVHHIRRNQIARDDYDKKVKQAAKEKVRRRHTPAPTRPRKPDLQVYLPRHRDVSAHPRNPDYEESGESSSSGGSELEPSGHQLFCLEYEADSGEVTSVIVYQGDDPGKVSEKVSAHTPLDPPMREALKLRIQEEIAKRQSQH. Result: 0 (no interaction). (3) The miRNA is hsa-miR-4791 with sequence UGGAUAUGAUGACUGAAA. The protein sequence of the target gene is MAKPSHSSYVLQQLNNQREWGFLCDCCIAIDDIYFQAHKAVLAACSSYFRMFFMNHQHSTAQLNLSNMKISAECFDLILQFMYLGKIMTAPSSFEQFKVAMNYLQLYNVPDCLEDIQDADCSSSKCSSSASSRQSSKMIFGVRMYEDTVARNGNEANRWCAEPSSTVNTPHHREPEEESLQLANFPEPLFDVCKKSSVSKLSTPKERVSRRFGRSFTCDSCGFGFSCEKLLDEHVLTCTNRHSYQNTTRAYHRIVDIRDGKDSNIKAELAEKDSSKTFSAQPDKYREDANQAPDDSASTT.... Result: 0 (no interaction). (4) Result: 1 (interaction). The protein sequence of the target gene is MGDFAAPAAAANGSSICINSSLNSSLGGAGIGVNNTPNSTPAAPSSNHPAAGGCGGSGGPGGGSAAVPKHSTVVERLRQRIEGCRRHHVNCENRYQQAQVEQLELERRDTVSLYQRTLEQRAKKSGAGTGKQQHPSKPQQDAEAASAEQRNHTLIMLQETVKRKLEGARSPLNGDQQNGACDGNFSPTSKRIRKDISAGMEAINNLPSNMPLPSASPLHQLDLKPSLPLQNSGTHTPGLLEDLSKNGRLPEIKLPVNGCSDLEDSFTILQSKDLKQEPLDDPTCIDTSETSLSNQNKLFS.... The miRNA is hsa-miR-499a-3p with sequence AACAUCACAGCAAGUCUGUGCU. (5) The miRNA is rno-miR-101b-3p with sequence UACAGUACUGUGAUAGCUGAA. The protein sequence of the target gene is MAAPVGPVKFWRPGTEGPGVSISEERQSLAENSGTTVVYNPYAALSIEQQRQKLPVFKLRNHILYLIENYQTVVIVGETGCGKSTQIPQYLAEAGWTAEGRVVGVTQPRRVAAVTVAGRVAEERGAVLGHEVGYCIRFDDCTDQLATRIKFLTDGMLVREMMVDPLLTKYSVIMLDEAHERTLYTDIAIGLLKKIQKKRGDLRLIVASATLDADKFRDFFNQNETSDPARDTCVILTVEGRTFPVDIFYLQSPVPDYIKSTVETVVKIHQTEGDGDVLAFLTGQEEVETVVSMLIEQARA.... Result: 0 (no interaction).